Dataset: Catalyst prediction with 721,799 reactions and 888 catalyst types from USPTO. Task: Predict which catalyst facilitates the given reaction. (1) Reactant: [O:1]=[S:2]1(=[O:32])[C:7]2[CH:8]=[CH:9][CH:10]=[CH:11][C:6]=2[NH:5][C:4]([C:12]2[C:13](=[O:31])[N:14]([N:23]=[C:24]([CH:28]([CH3:30])[CH3:29])[CH2:25][CH2:26][CH3:27])[C:15]3[C:20]([C:21]=2[OH:22])=[CH:19][CH:18]=[CH:17][CH:16]=3)=[N:3]1.CO.[BH4-].[Li+].Cl. Product: [O:32]=[S:2]1(=[O:1])[C:7]2[CH:8]=[CH:9][CH:10]=[CH:11][C:6]=2[NH:5][C:4]([C:12]2[C:13](=[O:31])[N:14]([NH:23][CH:24]([CH:28]([CH3:29])[CH3:30])[CH2:25][CH2:26][CH3:27])[C:15]3[C:20]([C:21]=2[OH:22])=[CH:19][CH:18]=[CH:17][CH:16]=3)=[N:3]1. The catalyst class is: 30. (2) Reactant: C(S([NH:7][C@@:8]([C:19]1[CH:24]=[C:23]([F:25])[CH:22]=[C:21]([F:26])[CH:20]=1)([CH3:18])[CH2:9][CH2:10][C:11]([CH3:17])([CH3:16])[C:12](OC)=[O:13])=O)(C)(C)C.Cl.C(N(CC)CC)C.C1(C)C=CC=CC=1. The catalyst class is: 5. Product: [F:26][C:21]1[CH:20]=[C:19]([C@@:8]2([CH3:18])[NH:7][C:12](=[O:13])[C:11]([CH3:17])([CH3:16])[CH2:10][CH2:9]2)[CH:24]=[C:23]([F:25])[CH:22]=1. (3) Reactant: Cl[C:2]1[N:9]=[C:8]([Cl:10])[C:7]([F:11])=[CH:6][C:3]=1[C:4]#[N:5].[NH2:12][C:13]1[CH:14]=[C:15]([CH:21]=[CH:22][C:23]=1[CH3:24])[C:16]([NH:18][O:19][CH3:20])=[O:17].C(N(CC)CC)C. Product: [C:4]([C:3]1[C:2]([NH:12][C:13]2[CH:14]=[C:15]([CH:21]=[CH:22][C:23]=2[CH3:24])[C:16]([NH:18][O:19][CH3:20])=[O:17])=[N:9][C:8]([Cl:10])=[C:7]([F:11])[CH:6]=1)#[N:5]. The catalyst class is: 10.